Dataset: Peptide-MHC class II binding affinity with 134,281 pairs from IEDB. Task: Regression. Given a peptide amino acid sequence and an MHC pseudo amino acid sequence, predict their binding affinity value. This is MHC class II binding data. (1) The peptide sequence is AHARSYQTLSTQAAA. The MHC is DRB3_0202 with pseudo-sequence DRB3_0202. The binding affinity (normalized) is 0.422. (2) The peptide sequence is SVVVQDPKNVYQRGT. The MHC is DRB4_0103 with pseudo-sequence DRB4_0103. The binding affinity (normalized) is 0.638. (3) The peptide sequence is GGESFGIVVAWKVRL. The MHC is DRB1_0401 with pseudo-sequence DRB1_0401. The binding affinity (normalized) is 0.171.